This data is from Catalyst prediction with 721,799 reactions and 888 catalyst types from USPTO. The task is: Predict which catalyst facilitates the given reaction. (1) Product: [F:1][C:2]1[CH:3]=[C:4]([NH:30][C:31](=[O:33])[CH3:32])[CH:5]=[CH:6][C:7]=1[O:8][C:9]1[CH:14]=[CH:13][N:12]=[C:11]2[N:15]([S:20]([C:23]3[CH:28]=[CH:27][C:26]([CH3:29])=[CH:25][CH:24]=3)(=[O:21])=[O:22])[CH:16]=[C:17]([CH2:18][CH2:19][OH:35])[C:10]=12. The catalyst class is: 1. Reactant: [F:1][C:2]1[CH:3]=[C:4]([NH:30][C:31](=[O:33])[CH3:32])[CH:5]=[CH:6][C:7]=1[O:8][C:9]1[CH:14]=[CH:13][N:12]=[C:11]2[N:15]([S:20]([C:23]3[CH:28]=[CH:27][C:26]([CH3:29])=[CH:25][CH:24]=3)(=[O:22])=[O:21])[CH:16]=[C:17]([CH:18]=[CH2:19])[C:10]=12.B.[OH-:35].[Na+].OO. (2) Reactant: [H-].[Na+].[CH3:3][O:4][C:5]([C:7]1[C:11]2[N:12]=[CH:13][NH:14][C:15](=[O:16])[C:10]=2[NH:9][CH:8]=1)=[O:6].[H][H].[CH3:19][Si:20]([CH2:23][CH2:24][O:25][CH2:26]Cl)([CH3:22])[CH3:21]. Product: [CH3:3][O:4][C:5]([C:7]1[C:11]2[N:12]=[CH:13][N:14]([CH2:26][O:25][CH2:24][CH2:23][Si:20]([CH3:22])([CH3:21])[CH3:19])[C:15](=[O:16])[C:10]=2[N:9]([CH2:26][O:25][CH2:24][CH2:23][Si:20]([CH3:22])([CH3:21])[CH3:19])[CH:8]=1)=[O:6]. The catalyst class is: 3. (3) Reactant: [CH:1]([C:4]1[C:8]([CH2:9][OH:10])=[CH:7][N:6]([C:11]2[CH:16]=[CH:15][C:14]([C:17]([F:20])([F:19])[F:18])=[CH:13][N:12]=2)[N:5]=1)([CH3:3])[CH3:2].O[C:22]1[CH:23]=[C:24]([CH2:28][C:29]([O:31]C)=[O:30])[CH:25]=[CH:26][CH:27]=1.C(P(CCCC)CCCC)CCC.N(C(N1CCCCC1)=O)=NC(N1CCCCC1)=O. Product: [CH:1]([C:4]1[C:8]([CH2:9][O:10][C:22]2[CH:23]=[C:24]([CH2:28][C:29]([OH:31])=[O:30])[CH:25]=[CH:26][CH:27]=2)=[CH:7][N:6]([C:11]2[CH:16]=[CH:15][C:14]([C:17]([F:19])([F:18])[F:20])=[CH:13][N:12]=2)[N:5]=1)([CH3:3])[CH3:2]. The catalyst class is: 7. (4) Reactant: Br[CH2:2][CH2:3][CH2:4][O:5][C:6]1[CH:11]=[CH:10][C:9]([C:12]2[C:13]3[CH:20]=[CH:19][CH:18]=[CH:17][C:14]=3[S:15][CH:16]=2)=[CH:8][CH:7]=1.[F:21][C:22]1[CH:29]=[CH:28][CH:27]=[CH:26][C:23]=1[CH2:24][NH2:25].C(=O)([O-])[O-].[K+].[K+]. Product: [S:15]1[CH:16]=[C:12]([C:9]2[CH:10]=[CH:11][C:6]([O:5][CH2:4][CH2:3][CH2:2][NH:25][CH2:24][C:23]3[CH:26]=[CH:27][CH:28]=[CH:29][C:22]=3[F:21])=[CH:7][CH:8]=2)[C:13]2[CH:20]=[CH:19][CH:18]=[CH:17][C:14]1=2. The catalyst class is: 10. (5) Reactant: CS([O:5][CH2:6][CH2:7][O:8][CH2:9][CH2:10][O:11][CH2:12][CH2:13][N:14]=[N+:15]=[N-:16])(=O)=O.C([O-])([O-])=O.[Na+].[Na+].O[C:24]1[CH:33]=[CH:32][C:31]2[C:26](=[CH:27][CH:28]=[CH:29][CH:30]=2)[N:25]=1.CN(C=O)C. Product: [N:14]([CH2:13][CH2:12][O:11][CH2:10][CH2:9][O:8][CH2:7][CH2:6][O:5][C:27]1[CH:28]=[CH:29][CH:30]=[C:31]2[C:26]=1[N:25]=[CH:24][CH:33]=[CH:32]2)=[N+:15]=[N-:16]. The catalyst class is: 6. (6) The catalyst class is: 4. Product: [NH2:26][C:24]1[N:25]=[C:21]([NH:20][C:17]2[CH:18]=[CH:19][C:14]([O:13][CH2:12][CH2:11][CH2:10][NH:7][CH2:8][CH3:9])=[CH:15][CH:16]=2)[S:22][C:23]=1[C:27]([C:28]1[CH:33]=[CH:32][C:31]([O:34][CH3:35])=[C:30]([F:36])[CH:29]=1)=[O:37]. Reactant: C(OC(=O)[N:7]([CH2:10][CH2:11][CH2:12][O:13][C:14]1[CH:19]=[CH:18][C:17]([NH:20][C:21]2[S:22][C:23]([C:27](=[O:37])[C:28]3[CH:33]=[CH:32][C:31]([O:34][CH3:35])=[C:30]([F:36])[CH:29]=3)=[C:24]([NH2:26])[N:25]=2)=[CH:16][CH:15]=1)[CH2:8][CH3:9])(C)(C)C.FC(F)(F)C(O)=O.